The task is: Predict the reactants needed to synthesize the given product.. This data is from Full USPTO retrosynthesis dataset with 1.9M reactions from patents (1976-2016). (1) Given the product [C:1]([O:5][C:6]([N:8]1[CH2:13][CH2:12][C@H:11]([C:14]2[CH:15]=[C:16]([C:38]3[CH:37]=[CH:36][CH:35]=[C:34]([OH:33])[CH:39]=3)[CH:17]=[CH:18][CH:19]=2)[C@@H:10]([O:21][CH2:22][C:23]2[CH:32]=[CH:31][C:30]3[C:25](=[CH:26][CH:27]=[CH:28][CH:29]=3)[CH:24]=2)[CH2:9]1)=[O:7])([CH3:4])([CH3:3])[CH3:2], predict the reactants needed to synthesize it. The reactants are: [C:1]([O:5][C:6]([N:8]1[CH2:13][CH2:12][C@H:11]([C:14]2[CH:19]=[CH:18][CH:17]=[C:16](Br)[CH:15]=2)[C@@H:10]([O:21][CH2:22][C:23]2[CH:32]=[CH:31][C:30]3[C:25](=[CH:26][CH:27]=[CH:28][CH:29]=3)[CH:24]=2)[CH2:9]1)=[O:7])([CH3:4])([CH3:3])[CH3:2].[OH:33][C:34]1[CH:35]=[C:36](B(O)O)[CH:37]=[CH:38][CH:39]=1.C(COC)OC.C([O-])([O-])=O.[Na+].[Na+]. (2) Given the product [F:1][C:2]1[CH:3]=[C:4]2[C:8](=[CH:9][CH:10]=1)[NH:7][CH:6]=[C:5]2[C:11]1[CH2:12][CH2:13][N:14]([CH2:28][CH:26]2[O:27][C:18]3=[N:19][CH:20]=[CH:21][CH:22]=[C:23]3[O:24][CH2:25]2)[CH2:15][CH:16]=1, predict the reactants needed to synthesize it. The reactants are: [F:1][C:2]1[CH:3]=[C:4]2[C:8](=[CH:9][CH:10]=1)[NH:7][CH:6]=[C:5]2[C:11]1[CH2:12][CH2:13][NH:14][CH2:15][CH:16]=1.Br[C:18]1[C:23]([O:24][CH2:25][C@@H:26]2[CH2:28][O:27]2)=[CH:22][CH:21]=[CH:20][N:19]=1.CC1C=CC(P(C2C=CC3C(=CC=CC=3)C=2C2C3C(=CC=CC=3)C=CC=2P(C2C=CC(C)=CC=2)C2C=CC(C)=CC=2)C2C=CC(C)=CC=2)=CC=1.C(=O)([O-])[O-].[K+].[K+]. (3) Given the product [CH3:31][O:30][C:23]1[CH:24]=[C:25]([O:28][CH3:29])[CH:26]=[CH:27][C:22]=1[CH2:21][N:15]([C:16]1[S:20][N:19]=[CH:18][N:17]=1)[S:12]([C:6]1[CH:7]=[C:8]2[C:3](=[CH:4][CH:5]=1)[C:2]([C:35]([O:53][CH3:54])=[O:82])=[CH:11][CH:10]=[CH:9]2)(=[O:13])=[O:14], predict the reactants needed to synthesize it. The reactants are: Br[C:2]1[CH:11]=[CH:10][CH:9]=[C:8]2[C:3]=1[CH:4]=[CH:5][C:6]([S:12]([N:15]([CH2:21][C:22]1[CH:27]=[CH:26][C:25]([O:28][CH3:29])=[CH:24][C:23]=1[O:30][CH3:31])[C:16]1[S:20][N:19]=[CH:18][N:17]=1)(=[O:14])=[O:13])=[CH:7]2.CC1(C)C2[C:54](=C(P(C3C=CC=CC=3)C3C=CC=CC=3)C=CC=2)[O:53][C:35]2C(P(C3C=CC=CC=3)C3C=CC=CC=3)=CC=CC1=2.C(N(CC)CC)C.C[OH:82]. (4) Given the product [N+:1]([C:4]1[CH:12]=[C:11]2[C:7]([C:8]([C:18]#[N:17])=[CH:9][NH:10]2)=[CH:6][CH:5]=1)([O-:3])=[O:2], predict the reactants needed to synthesize it. The reactants are: [N+:1]([C:4]1[CH:12]=[C:11]2[C:7]([CH:8]=[CH:9][NH:10]2)=[CH:6][CH:5]=1)([O-:3])=[O:2].ClS([N:17]=[C:18]=O)(=O)=O.C(N(CC)CC)C.